This data is from Catalyst prediction with 721,799 reactions and 888 catalyst types from USPTO. The task is: Predict which catalyst facilitates the given reaction. (1) Product: [N+:31]([C:27]1[CH:26]=[C:25]([CH:30]=[CH:29][CH:28]=1)[C:24]([NH:23][C:18]1[CH:19]=[CH:20][CH:21]=[CH:22][C:17]=1[O:16][C:13]1[CH:12]=[C:7]([C:8]([OH:10])=[O:9])[C:6](=[CH:15][CH:14]=1)[C:5]([OH:35])=[O:4])=[O:34])([O-:33])=[O:32]. Reactant: [OH-].[Na+].C[O:4][C:5](=[O:35])[C:6]1[C:7](=[CH:12][C:13]([O:16][C:17]2[CH:22]=[CH:21][CH:20]=[CH:19][C:18]=2[NH:23][C:24](=[O:34])[C:25]2[CH:30]=[CH:29][CH:28]=[C:27]([N+:31]([O-:33])=[O:32])[CH:26]=2)=[CH:14][CH:15]=1)[C:8]([O:10]C)=[O:9].Cl. The catalyst class is: 12. (2) Product: [CH3:16][O:1][CH2:2][C@@H:3]([N:5]1[C:13](=[O:14])[C:12]2[C:7](=[CH:8][CH:9]=[CH:10][CH:11]=2)[C:6]1=[O:15])[CH3:4]. The catalyst class is: 23. Reactant: [OH:1][CH2:2][C@@H:3]([N:5]1[C:13](=[O:14])[C:12]2[C:7](=[CH:8][CH:9]=[CH:10][CH:11]=2)[C:6]1=[O:15])[CH3:4].[CH3:16]I.